Dataset: Reaction yield outcomes from USPTO patents with 853,638 reactions. Task: Predict the reaction yield, written as a fraction of the theoretical maximum amount of product (1.0 means a 100% yield; for example, 0.34 means a 34% yield). (1) The reactants are [CH2:1]([N:8]1[CH2:12][CH:11]([C:13]2[CH:18]=[CH:17][CH:16]=[CH:15][CH:14]=2)[CH:10]([N+:19]([O-])=O)[CH2:9]1)[C:2]1[CH:7]=[CH:6][CH:5]=[CH:4][CH:3]=1.O.O.Cl[Sn]Cl.C([O-])(O)=O.[Na+]. The catalyst is CCOC(C)=O. The product is [CH2:1]([N:8]1[CH2:12][CH:11]([C:13]2[CH:14]=[CH:15][CH:16]=[CH:17][CH:18]=2)[CH:10]([NH2:19])[CH2:9]1)[C:2]1[CH:3]=[CH:4][CH:5]=[CH:6][CH:7]=1. The yield is 0.800. (2) The reactants are [Cl:1][C:2]1[N:7]=[CH:6][C:5]([C:8]2[CH:9]=[CH:10][C:11]3[N:12]([C:14]([C:21]4[CH:26]=[CH:25][CH:24]=[C:23]([F:27])[CH:22]=4)=[C:15]([NH:17]C(=O)C)[N:16]=3)[N:13]=2)=[CH:4][C:3]=1[NH:28][S:29]([CH3:32])(=[O:31])=[O:30].[OH-].[Na+].C([O-])(=O)C.[Na+]. The catalyst is CO. The product is [NH2:17][C:15]1[N:16]=[C:11]2[CH:10]=[CH:9][C:8]([C:5]3[CH:4]=[C:3]([NH:28][S:29]([CH3:32])(=[O:30])=[O:31])[C:2]([Cl:1])=[N:7][CH:6]=3)=[N:13][N:12]2[C:14]=1[C:21]1[CH:26]=[CH:25][CH:24]=[C:23]([F:27])[CH:22]=1. The yield is 0.860. (3) The product is [C:23]([C:27]1[CH:31]=[C:30]([NH:32][C:33]([NH:19][C:18]2[CH:20]=[CH:21][CH:22]=[C:16]([S:15][C:6]3[C:5]4[C:10](=[CH:11][C:12]([O:13][CH3:14])=[C:3]([O:2][CH3:1])[CH:4]=4)[N:9]=[CH:8][N:7]=3)[CH:17]=2)=[O:34])[N:29]([C:42]2[CH:43]=[N:44][CH:45]=[C:46]([F:48])[CH:47]=2)[N:28]=1)([CH3:26])([CH3:24])[CH3:25]. The yield is 0.620. The reactants are [CH3:1][O:2][C:3]1[CH:4]=[C:5]2[C:10](=[CH:11][C:12]=1[O:13][CH3:14])[N:9]=[CH:8][N:7]=[C:6]2[S:15][C:16]1[CH:17]=[C:18]([CH:20]=[CH:21][CH:22]=1)[NH2:19].[C:23]([C:27]1[CH:31]=[C:30]([NH:32][C:33](=O)[O:34]C2C=CC=CC=2)[N:29]([C:42]2[CH:43]=[N:44][CH:45]=[C:46]([F:48])[CH:47]=2)[N:28]=1)([CH3:26])([CH3:25])[CH3:24]. The catalyst is C1COCC1.CN(C1C=CN=CC=1)C. (4) The reactants are [CH3:1][O:2][C:3]([NH:5][CH:6]([CH2:10][CH3:11])[C:7](O)=[O:8])=[O:4].C1C=CC2N(O)N=NC=2C=1.Cl.Cl.Cl.[CH3:25][O:26][C:27](=[O:75])[NH:28][CH:29]([C:33]([N:35]1[CH:41]([C:42]2[NH:43][C:44]([C:47]3[CH:52]=[CH:51][C:50]([C:53]4[CH:62]=[CH:61][C:60]5[C:55](=[CH:56][CH:57]=[C:58]([C:63]6[NH:64][C:65]([CH:68]7[CH2:72][CH:71]([C:73]#[N:74])[CH2:70][NH:69]7)=[N:66][CH:67]=6)[CH:59]=5)[CH:54]=4)=[CH:49][CH:48]=3)=[CH:45][N:46]=2)[CH2:40][C:37]2([CH2:39][CH2:38]2)[CH2:36]1)=[O:34])[CH:30]([CH3:32])[CH3:31].CN1CCOCC1. The catalyst is CN(C=O)C.CCOC(C)=O. The product is [CH3:25][O:26][C:27](=[O:75])[NH:28][CH:29]([C:33]([N:35]1[CH:41]([C:42]2[NH:43][C:44]([C:47]3[CH:48]=[CH:49][C:50]([C:53]4[CH:62]=[CH:61][C:60]5[C:55](=[CH:56][CH:57]=[C:58]([C:63]6[NH:64][C:65]([CH:68]7[CH2:72][CH:71]([C:73]#[N:74])[CH2:70][N:69]7[C:7](=[O:8])[CH:6]([NH:5][C:3]([O:2][CH3:1])=[O:4])[CH2:10][CH3:11])=[N:66][CH:67]=6)[CH:59]=5)[CH:54]=4)=[CH:51][CH:52]=3)=[CH:45][N:46]=2)[CH2:40][C:37]2([CH2:38][CH2:39]2)[CH2:36]1)=[O:34])[CH:30]([CH3:32])[CH3:31]. The yield is 0.540. (5) The reactants are [NH2:1][C:2]1[N:7]=[CH:6][N:5]=[C:4]2[N:8]([CH:12]([C:14]3[C:15]([O:27][CH2:28][CH3:29])=[C:16]([C:22]([CH3:26])=[C:23]([Cl:25])[CH:24]=3)[C:17]([NH:19][CH2:20][CH3:21])=[O:18])[CH3:13])[N:9]=[C:10](I)[C:3]=12.CC1(C)C(C)(C)OB([C:38]2[CH:39]=[N:40][NH:41][CH:42]=2)O1.C(=O)([O-])[O-].[Na+].[Na+].O. The catalyst is CN(C)C=O.C1C=CC([P]([Pd]([P](C2C=CC=CC=2)(C2C=CC=CC=2)C2C=CC=CC=2)([P](C2C=CC=CC=2)(C2C=CC=CC=2)C2C=CC=CC=2)[P](C2C=CC=CC=2)(C2C=CC=CC=2)C2C=CC=CC=2)(C2C=CC=CC=2)C2C=CC=CC=2)=CC=1. The product is [NH2:1][C:2]1[N:7]=[CH:6][N:5]=[C:4]2[N:8]([CH:12]([C:14]3[C:15]([O:27][CH2:28][CH3:29])=[C:16]([C:22]([CH3:26])=[C:23]([Cl:25])[CH:24]=3)[C:17]([NH:19][CH2:20][CH3:21])=[O:18])[CH3:13])[N:9]=[C:10]([C:38]3[CH:39]=[N:40][NH:41][CH:42]=3)[C:3]=12. The yield is 0.100.